From a dataset of Catalyst prediction with 721,799 reactions and 888 catalyst types from USPTO. Predict which catalyst facilitates the given reaction. Reactant: [OH-].[Na+].[Cl:3][CH2:4][CH2:5][CH2:6][O:7][C:8]1[CH:13]=[C:12]([CH2:14][CH2:15][C:16]([O:18]C)=[O:17])[CH:11]=[CH:10][C:9]=1[C:20]1[CH:25]=[CH:24][CH:23]=[C:22]([N:26]([CH3:37])[C:27]([NH:29][CH2:30][CH2:31][CH2:32][CH2:33][CH2:34][CH2:35][CH3:36])=[O:28])[CH:21]=1. Product: [Cl:3][CH2:4][CH2:5][CH2:6][O:7][C:8]1[CH:13]=[C:12]([CH2:14][CH2:15][C:16]([OH:18])=[O:17])[CH:11]=[CH:10][C:9]=1[C:20]1[CH:25]=[CH:24][CH:23]=[C:22]([N:26]([CH3:37])[C:27]([NH:29][CH2:30][CH2:31][CH2:32][CH2:33][CH2:34][CH2:35][CH3:36])=[O:28])[CH:21]=1. The catalyst class is: 5.